From a dataset of Reaction yield outcomes from USPTO patents with 853,638 reactions. Predict the reaction yield, written as a fraction of the theoretical maximum amount of product (1.0 means a 100% yield; for example, 0.34 means a 34% yield). (1) The reactants are [C:1]1([C@@H:7]([CH:9]2[CH2:14][CH2:13][O:12][CH2:11][CH2:10]2)[OH:8])[CH:6]=[CH:5][CH:4]=[CH:3][CH:2]=1.C(N(CC)CC)C.[CH3:22][S:23](Cl)(=[O:25])=[O:24]. The catalyst is C(Cl)Cl. The product is [CH3:22][S:23]([O:8][CH:7]([C:1]1[CH:2]=[CH:3][CH:4]=[CH:5][CH:6]=1)[CH:9]1[CH2:14][CH2:13][O:12][CH2:11][CH2:10]1)(=[O:25])=[O:24]. The yield is 1.00. (2) The reactants are [N+:1]([C:4]1[CH:9]=[CH:8][C:7]([S:10]([N:13]2[CH2:17][CH2:16][CH2:15][C@H:14]2[C:18]([O:20][CH3:21])=[O:19])(=[O:12])=[O:11])=[CH:6][CH:5]=1)([O-])=O.O.O.Cl[Sn]Cl. The catalyst is CCOC(C)=O.[OH-].[Na+]. The product is [NH2:1][C:4]1[CH:9]=[CH:8][C:7]([S:10]([N:13]2[CH2:17][CH2:16][CH2:15][C@H:14]2[C:18]([O:20][CH3:21])=[O:19])(=[O:12])=[O:11])=[CH:6][CH:5]=1. The yield is 0.930.